This data is from Full USPTO retrosynthesis dataset with 1.9M reactions from patents (1976-2016). The task is: Predict the reactants needed to synthesize the given product. (1) Given the product [CH3:1][C:2]1[CH:10]=[CH:9][C:8]([N+:11]([O-:13])=[O:12])=[CH:7][C:3]=1[CH2:4][OH:5], predict the reactants needed to synthesize it. The reactants are: [CH3:1][C:2]1[CH:10]=[CH:9][C:8]([N+:11]([O-:13])=[O:12])=[CH:7][C:3]=1[C:4](O)=[O:5].B.C(=O)([O-])[O-].[K+].[K+]. (2) Given the product [Br:12][C:8]1[CH:9]=[C:10]([CH3:11])[C:2]([OH:1])=[C:3]([CH:7]=1)[C:4]([OH:6])=[O:5], predict the reactants needed to synthesize it. The reactants are: [OH:1][C:2]1[C:10]([CH3:11])=[CH:9][CH:8]=[CH:7][C:3]=1[C:4]([OH:6])=[O:5].[Br:12]Br.O.CO. (3) Given the product [C:1]([O:20][CH2:23][CH:22]([OH:25])[CH2:21][OH:26])(=[O:19])[CH2:2][CH2:3][CH2:4][CH2:5][CH2:6][CH2:7][CH2:8][CH2:9][CH2:10][CH2:11][CH2:12][CH2:13][CH2:14][CH2:15][CH2:16][CH2:17][CH3:18], predict the reactants needed to synthesize it. The reactants are: [C:1]([OH:20])(=[O:19])[CH2:2][CH2:3][CH2:4][CH2:5][CH2:6][CH2:7][CH2:8][CH2:9][CH2:10][CH2:11][CH2:12][CH2:13][CH2:14][CH2:15][CH2:16][CH2:17][CH3:18].[CH2:21]([OH:26])[CH:22]([OH:25])[CH2:23]O. (4) Given the product [OH:43][B:35]1[CH:18]([NH:17][C:16](=[O:48])[CH2:15][CH2:14][N:11]2[CH2:12][CH2:13][NH:8][CH2:9][CH2:10]2)[CH2:19][C:20]2[CH:25]=[CH:24][CH:23]=[C:22]([C:26]([OH:28])=[O:27])[C:21]=2[O:36]1, predict the reactants needed to synthesize it. The reactants are: C(OC([N:8]1[CH2:13][CH2:12][N:11]([CH2:14][CH2:15][C:16](=[O:48])[NH:17][CH:18]([B:35]2[O:43]C3C(C)(C4CC(C3)C4(C)C)[O:36]2)[CH2:19][C:20]2[CH:25]=[CH:24][CH:23]=[C:22]([C:26]([O:28]C(C)(C)C)=[O:27])[C:21]=2OC)[CH2:10][CH2:9]1)=O)(C)(C)C.B(Cl)(Cl)Cl. (5) Given the product [Br:1][C:2]1[O:3][C:4]([C:11]([NH:14][C:15]2[CH:16]=[CH:17][C:18]([N:21]3[CH2:22][CH2:23][CH:24]([C:27]4[CH:28]=[CH:29][CH:30]=[CH:31][CH:32]=4)[CH2:25][CH2:26]3)=[N:19][CH:20]=2)=[O:12])=[C:5]([C:7]([F:10])([F:9])[F:8])[N:6]=1, predict the reactants needed to synthesize it. The reactants are: [Br:1][C:2]1[O:3][C:4]([C:11](Cl)=[O:12])=[C:5]([C:7]([F:10])([F:9])[F:8])[N:6]=1.[NH2:14][C:15]1[CH:16]=[CH:17][C:18]([N:21]2[CH2:26][CH2:25][CH:24]([C:27]3[CH:32]=[CH:31][CH:30]=[CH:29][CH:28]=3)[CH2:23][CH2:22]2)=[N:19][CH:20]=1.C(N(CC)CC)C.